This data is from Reaction yield outcomes from USPTO patents with 853,638 reactions. The task is: Predict the reaction yield, written as a fraction of the theoretical maximum amount of product (1.0 means a 100% yield; for example, 0.34 means a 34% yield). (1) The reactants are [Br:1][C:2]1[CH:7]=[CH:6][C:5]([C:8](N2CCOCC2)=[O:9])=[CH:4][C:3]=1[F:16].[CH3:17][Mg]Br. The catalyst is C1COCC1. The product is [Br:1][C:2]1[CH:7]=[CH:6][C:5]([C:8](=[O:9])[CH3:17])=[CH:4][C:3]=1[F:16]. The yield is 0.370. (2) The reactants are [Br:1][C:2]1[CH:7]=[CH:6][C:5]([NH:8][C:9](=[O:13])[CH2:10][CH2:11]Cl)=[C:4]([Cl:14])[CH:3]=1.[Cl-].[Al+3].[Cl-].[Cl-]. No catalyst specified. The product is [Br:1][C:2]1[CH:7]=[C:6]2[C:5](=[C:4]([Cl:14])[CH:3]=1)[NH:8][C:9](=[O:13])[CH2:10][CH2:11]2. The yield is 0.270.